This data is from Peptide-MHC class I binding affinity with 185,985 pairs from IEDB/IMGT. The task is: Regression. Given a peptide amino acid sequence and an MHC pseudo amino acid sequence, predict their binding affinity value. This is MHC class I binding data. (1) The peptide sequence is LLILGLIFFV. The MHC is H-2-Kb with pseudo-sequence H-2-Kb. The binding affinity (normalized) is 0. (2) The peptide sequence is YQYGDNLIL. The MHC is HLA-B39:01 with pseudo-sequence HLA-B39:01. The binding affinity (normalized) is 0.936. (3) The peptide sequence is FAFKYAAAF. The MHC is Mamu-B17 with pseudo-sequence Mamu-B17. The binding affinity (normalized) is 0.547. (4) The peptide sequence is HVTQHWPQL. The MHC is HLA-B27:03 with pseudo-sequence HLA-B27:03. The binding affinity (normalized) is 0.0847. (5) The peptide sequence is AVTAALHRK. The MHC is HLA-B08:01 with pseudo-sequence HLA-B08:01. The binding affinity (normalized) is 0.0847. (6) The peptide sequence is FATTPVCEY. The MHC is HLA-A03:01 with pseudo-sequence HLA-A03:01. The binding affinity (normalized) is 0.0847. (7) The peptide sequence is TFVPIAWAAAY. The MHC is HLA-B37:01 with pseudo-sequence HLA-B37:01. The binding affinity (normalized) is 0.0847. (8) The peptide sequence is ITGQIIFGF. The MHC is HLA-A01:01 with pseudo-sequence HLA-A01:01. The binding affinity (normalized) is 0.0847.